This data is from Retrosynthesis with 50K atom-mapped reactions and 10 reaction types from USPTO. The task is: Predict the reactants needed to synthesize the given product. Given the product Cc1cc(Cl)ccc1C(NC(=O)Cc1ccc2oc(-c3cccnc3CO)cc2c1)c1ccccc1, predict the reactants needed to synthesize it. The reactants are: Cc1cc(Cl)ccc1C(N)c1ccccc1.O=C(O)Cc1ccc2oc(-c3cccnc3CO)cc2c1.